Task: Regression. Given two drug SMILES strings and cell line genomic features, predict the synergy score measuring deviation from expected non-interaction effect.. Dataset: NCI-60 drug combinations with 297,098 pairs across 59 cell lines (1) Drug 1: C1=NC2=C(N=C(N=C2N1C3C(C(C(O3)CO)O)F)Cl)N. Drug 2: C1C(C(OC1N2C=NC(=NC2=O)N)CO)O. Cell line: TK-10. Synergy scores: CSS=13.3, Synergy_ZIP=-5.80, Synergy_Bliss=-0.777, Synergy_Loewe=-8.39, Synergy_HSA=-2.57. (2) Drug 1: C1=NC2=C(N=C(N=C2N1C3C(C(C(O3)CO)O)F)Cl)N. Drug 2: N.N.Cl[Pt+2]Cl. Cell line: PC-3. Synergy scores: CSS=26.8, Synergy_ZIP=-10.7, Synergy_Bliss=-5.38, Synergy_Loewe=-1.80, Synergy_HSA=-0.992. (3) Drug 1: C1=NNC2=C1C(=O)NC=N2. Drug 2: CC(C)NC(=O)C1=CC=C(C=C1)CNNC.Cl. Cell line: NCIH23. Synergy scores: CSS=4.70, Synergy_ZIP=0.366, Synergy_Bliss=2.88, Synergy_Loewe=2.49, Synergy_HSA=1.27. (4) Drug 1: CNC(=O)C1=CC=CC=C1SC2=CC3=C(C=C2)C(=NN3)C=CC4=CC=CC=N4. Drug 2: CS(=O)(=O)C1=CC(=C(C=C1)C(=O)NC2=CC(=C(C=C2)Cl)C3=CC=CC=N3)Cl. Cell line: HCT-15. Synergy scores: CSS=2.42, Synergy_ZIP=-2.45, Synergy_Bliss=-0.629, Synergy_Loewe=-2.69, Synergy_HSA=-2.28. (5) Drug 1: C1=NC2=C(N=C(N=C2N1C3C(C(C(O3)CO)O)O)F)N. Drug 2: C1=CC=C(C=C1)NC(=O)CCCCCCC(=O)NO. Cell line: IGROV1. Synergy scores: CSS=9.26, Synergy_ZIP=-3.49, Synergy_Bliss=2.68, Synergy_Loewe=-8.45, Synergy_HSA=1.03. (6) Drug 1: C1=CC=C(C=C1)NC(=O)CCCCCCC(=O)NO. Drug 2: C(=O)(N)NO. Cell line: CCRF-CEM. Synergy scores: CSS=22.7, Synergy_ZIP=3.21, Synergy_Bliss=9.38, Synergy_Loewe=-7.90, Synergy_HSA=1.99.